This data is from Reaction yield outcomes from USPTO patents with 853,638 reactions. The task is: Predict the reaction yield, written as a fraction of the theoretical maximum amount of product (1.0 means a 100% yield; for example, 0.34 means a 34% yield). (1) The reactants are C(OC(=O)[NH:7][CH2:8][C:9]1[O:10][C:11]([C:14]2[CH:15]=[C:16]3[C:21](=[CH:22][CH:23]=2)[N:20]=[CH:19][N:18]=[C:17]3[NH:24][C:25]2[CH:30]=[CH:29][C:28]([O:31][CH2:32][C:33]3[CH:38]=[CH:37][CH:36]=[C:35]([F:39])[CH:34]=3)=[C:27]([Cl:40])[CH:26]=2)=[CH:12][CH:13]=1)(C)(C)C.C(O)(C(F)(F)F)=O. The catalyst is C(Cl)Cl. The product is [NH2:7][CH2:8][C:9]1[O:10][C:11]([C:14]2[CH:15]=[C:16]3[C:21](=[CH:22][CH:23]=2)[N:20]=[CH:19][N:18]=[C:17]3[NH:24][C:25]2[CH:30]=[CH:29][C:28]([O:31][CH2:32][C:33]3[CH:38]=[CH:37][CH:36]=[C:35]([F:39])[CH:34]=3)=[C:27]([Cl:40])[CH:26]=2)=[CH:12][CH:13]=1. The yield is 0.980. (2) The reactants are [Cl:1][C:2]1[CH:3]=[C:4]([NH:9][C:10]2[C:19]3[C:14](=[CH:15][C:16]([O:21][C@H:22]4[CH2:26][CH2:25][O:24][CH2:23]4)=[C:17]([NH2:20])[CH:18]=3)[N:13]=[CH:12][N:11]=2)[CH:5]=[CH:6][C:7]=1[F:8].CN(C(ON1N=NC2C=CC=NC1=2)=[N+](C)C)C.F[P-](F)(F)(F)(F)F.[CH2:51]([O:53][P:54]([CH:59]([F:63])[C:60](O)=[O:61])([O:56][CH2:57][CH3:58])=[O:55])[CH3:52].C(N(C(C)C)CC)(C)C. The catalyst is CN(C=O)C.O. The product is [CH2:51]([O:53][P:54]([CH:59]([F:63])[C:60]([NH:20][C:17]1[CH:18]=[C:19]2[C:14](=[CH:15][C:16]=1[O:21][C@H:22]1[CH2:26][CH2:25][O:24][CH2:23]1)[N:13]=[CH:12][N:11]=[C:10]2[NH:9][C:4]1[CH:5]=[CH:6][C:7]([F:8])=[C:2]([Cl:1])[CH:3]=1)=[O:61])(=[O:55])[O:56][CH2:57][CH3:58])[CH3:52]. The yield is 0.333. (3) The reactants are [F:1][C:2]([F:16])([F:15])[CH2:3][CH:4]([CH2:10][C:11]([F:14])([F:13])[F:12])[CH:5]([C:7]([OH:9])=[O:8])[NH2:6].[OH-].[Na+].[Cl:19][C:20]1[S:24][C:23]([S:25](Cl)(=[O:27])=[O:26])=[CH:22][CH:21]=1. The catalyst is O.C1COCC1.CCOC(C)=O. The product is [Cl:19][C:20]1[S:24][C:23]([S:25]([NH:6][CH:5]([C:7]([OH:9])=[O:8])[CH:4]([CH2:10][C:11]([F:12])([F:13])[F:14])[CH2:3][C:2]([F:15])([F:16])[F:1])(=[O:27])=[O:26])=[CH:22][CH:21]=1. The yield is 0.863.